From a dataset of Full USPTO retrosynthesis dataset with 1.9M reactions from patents (1976-2016). Predict the reactants needed to synthesize the given product. (1) Given the product [NH2:1][C:2]1[C:7]([C:8]2[CH:9]=[C:10]([NH:15][S:16]([C:19]3[CH:24]=[CH:23][C:22]([OH:25])=[CH:21][CH:20]=3)(=[O:18])=[O:17])[CH:11]=[C:12]([OH:14])[CH:13]=2)=[C:6]([NH:27][C@H:28]([C:30]2[N:35]([C:36]3[CH:41]=[CH:40][CH:39]=[CH:38][CH:37]=3)[C:34](=[O:42])[C:33]3=[C:43]([CH3:46])[CH:44]=[CH:45][N:32]3[N:31]=2)[CH3:29])[N:5]=[CH:4][N:3]=1, predict the reactants needed to synthesize it. The reactants are: [NH2:1][C:2]1[C:7]([C:8]2[CH:9]=[C:10]([NH:15][S:16]([C:19]3[CH:24]=[CH:23][C:22]([O:25]C)=[CH:21][CH:20]=3)(=[O:18])=[O:17])[CH:11]=[C:12]([OH:14])[CH:13]=2)=[C:6]([NH:27][C@H:28]([C:30]2[N:35]([C:36]3[CH:41]=[CH:40][CH:39]=[CH:38][CH:37]=3)[C:34](=[O:42])[C:33]3=[C:43]([CH3:46])[CH:44]=[CH:45][N:32]3[N:31]=2)[CH3:29])[N:5]=[CH:4][N:3]=1.B(Br)(Br)Br. (2) Given the product [CH3:23][N:21]1[CH2:22][C:19]([NH:18][C:3]2[CH:4]=[C:5]3[C:14](=[CH:15][C:2]=2/[CH:26]=[CH:25]/[O:27][CH2:28][CH3:29])[O:13][CH2:12][C:11]2[N:6]3[C@H:7]([CH3:17])[C:8](=[O:16])[NH:9][N:10]=2)([CH3:24])[CH2:20]1, predict the reactants needed to synthesize it. The reactants are: Br[C:2]1[CH:15]=[C:14]2[C:5]([N:6]3[C:11]([CH2:12][O:13]2)=[N:10][NH:9][C:8](=[O:16])[C@H:7]3[CH3:17])=[CH:4][C:3]=1[NH:18][C:19]1([CH3:24])[CH2:22][N:21]([CH3:23])[CH2:20]1.[CH2:25]([O:27]/[CH:28]=[CH:29]/B1OC(C)(C)C(C)(C)O1)[CH3:26].C([O-])([O-])=O.[K+].[K+]. (3) Given the product [Cl:13][C:10]1[CH:9]=[CH:8][C:7]([CH:5]2[C:4](=[O:14])[C:3]([O:15][C:16](=[O:18])[CH3:17])=[C:2]([NH2:1])[O:6]2)=[CH:12][CH:11]=1, predict the reactants needed to synthesize it. The reactants are: [NH2:1][C:2]1[O:6][CH:5]([C:7]2[CH:12]=[CH:11][C:10]([Cl:13])=[CH:9][CH:8]=2)[C:4](=[O:14])[C:3]=1[OH:15].[C:16](OC(=O)C)(=[O:18])[CH3:17].